From a dataset of Retrosynthesis with 50K atom-mapped reactions and 10 reaction types from USPTO. Predict the reactants needed to synthesize the given product. (1) Given the product CCOC(=O)c1cnc2ccc3c(c2c1NCCN(C)C)CCS3(=O)=O, predict the reactants needed to synthesize it. The reactants are: CCOC(=O)c1cnc2ccc3c(c2c1Cl)CCS3(=O)=O.CN(C)CCN. (2) The reactants are: BrCCc1ccccc1.N#CC(c1ccccc1)(c1ccccc1)[C@H]1CCCNC1. Given the product N#CC(c1ccccc1)(c1ccccc1)[C@H]1CCCN(CCc2ccccc2)C1, predict the reactants needed to synthesize it. (3) Given the product CCOc1cc(C(C)C)ccc1C1=N[C@@](C)(c2ccc(Cl)cc2)[C@@](C)(c2ccc(Cl)cc2)N1C(=O)N1CCN(CCCS(C)(=O)=O)CC1, predict the reactants needed to synthesize it. The reactants are: CCOc1cc(C(C)C)ccc1C1=NC(C)(c2ccc(Cl)cc2)C(C)(c2ccc(Cl)cc2)N1C(=O)Cl.CS(=O)(=O)CCCN1CCNCC1.